Task: Predict the product of the given reaction.. Dataset: Forward reaction prediction with 1.9M reactions from USPTO patents (1976-2016) (1) The product is: [CH2:1]([O:8][C:9](=[O:24])[C@@H:10]([NH:11][C:12]([O:14][C:15]([CH3:16])([CH3:17])[CH3:18])=[O:13])[CH2:19][CH2:20][C:21](=[O:23])[NH:56][C:50]1[CH:49]=[C:48]([Cl:47])[C:53]([Cl:54])=[CH:52][C:51]=1[NH2:55])[C:2]1[CH:3]=[CH:4][CH:5]=[CH:6][CH:7]=1. Given the reactants [CH2:1]([O:8][C:9](=[O:24])[C@H:10]([CH2:19][CH2:20][C:21]([OH:23])=O)[NH:11][C:12]([O:14][C:15]([CH3:18])([CH3:17])[CH3:16])=[O:13])[C:2]1[CH:7]=[CH:6][CH:5]=[CH:4][CH:3]=1.CCN=C=NCCCN(C)C.Cl.C1C=CC2N(O)N=NC=2C=1.[Cl:47][C:48]1[C:53]([Cl:54])=[CH:52][C:51]([NH2:55])=[C:50]([NH2:56])[CH:49]=1, predict the reaction product. (2) Given the reactants [CH3:1][C:2]1([C:5](=O)[CH2:6][C:7]#[N:8])[CH2:4][CH2:3]1.Cl.[C:11]1([CH3:19])[CH:16]=[CH:15][C:14]([NH:17][NH2:18])=[CH:13][CH:12]=1, predict the reaction product. The product is: [CH3:1][C:2]1([C:5]2[CH:6]=[C:7]([NH2:8])[N:17]([C:14]3[CH:15]=[CH:16][C:11]([CH3:19])=[CH:12][CH:13]=3)[N:18]=2)[CH2:4][CH2:3]1. (3) The product is: [C:17]1(=[CH:11][C:12]([O:14][CH2:15][CH3:16])=[O:13])[CH2:22][CH2:21][CH2:20][CH2:19][CH2:18]1. Given the reactants [H-].[Na+].C(OP([CH2:11][C:12]([O:14][CH2:15][CH3:16])=[O:13])(OCC)=O)C.[C:17]1(=O)[CH2:22][CH2:21][CH2:20][CH2:19][CH2:18]1, predict the reaction product.